The task is: Predict the product of the given reaction.. This data is from Forward reaction prediction with 1.9M reactions from USPTO patents (1976-2016). (1) Given the reactants FC(F)(F)C(O)=O.[NH2:8][C:9]1[C:14]([C:15]([C:17]2[CH:22]=[C:21]([F:23])[CH:20]=[CH:19][C:18]=2[O:24][CH3:25])=[O:16])=[CH:13][N:12]=[C:11]([NH:26][CH:27]2[CH2:32][CH2:31][NH:30][CH2:29][CH2:28]2)[N:10]=1.[CH2:33]([S:35](Cl)(=[O:37])=[O:36])[CH3:34], predict the reaction product. The product is: [NH2:8][C:9]1[C:14]([C:15]([C:17]2[CH:22]=[C:21]([F:23])[CH:20]=[CH:19][C:18]=2[O:24][CH3:25])=[O:16])=[CH:13][N:12]=[C:11]([NH:26][CH:27]2[CH2:28][CH2:29][N:30]([S:35]([CH2:33][CH3:34])(=[O:37])=[O:36])[CH2:31][CH2:32]2)[N:10]=1. (2) Given the reactants [NH2:1][C:2]1[C:3]([C:18]([OH:20])=O)=[N:4][C:5]([C:8]2[C:13]([C:14]([F:17])([F:16])[F:15])=[CH:12][CH:11]=[CH:10][N:9]=2)=[CH:6][N:7]=1.CN(C(ON1N=NC2C=CC=NC1=2)=[N+](C)C)C.F[P-](F)(F)(F)(F)F.C(N(C(C)C)C(C)C)C.[NH2:54][C:55]1[C:60]([N:61]2[CH2:66][CH2:65][CH:64]([NH:67][C:68](=[O:74])[O:69][C:70]([CH3:73])([CH3:72])[CH3:71])[CH2:63][CH2:62]2)=[CH:59][CH:58]=[CH:57][N:56]=1, predict the reaction product. The product is: [NH2:1][C:2]1[C:3]([C:18]([NH:54][C:55]2[C:60]([N:61]3[CH2:66][CH2:65][CH:64]([NH:67][C:68](=[O:74])[O:69][C:70]([CH3:72])([CH3:71])[CH3:73])[CH2:63][CH2:62]3)=[CH:59][CH:58]=[CH:57][N:56]=2)=[O:20])=[N:4][C:5]([C:8]2[C:13]([C:14]([F:15])([F:16])[F:17])=[CH:12][CH:11]=[CH:10][N:9]=2)=[CH:6][N:7]=1. (3) Given the reactants Cl.Br[C:3]1[C:4]([O:9][C:10]2[CH:15]=[CH:14][C:13]([NH:16][C:17]3[CH:22]=[CH:21][CH:20]=[CH:19][N:18]=3)=[CH:12][CH:11]=2)=[N:5][CH:6]=[CH:7][CH:8]=1.C1(N(C)C2CCCCC2)CCCCC1.[O:37]1[CH2:41][CH:40]=[CH:39][CH2:38]1, predict the reaction product. The product is: [O:37]1[CH:38]=[CH:39][CH:40]([C:3]2[C:4]([O:9][C:10]3[CH:15]=[CH:14][C:13]([NH:16][C:17]4[CH:22]=[CH:21][CH:20]=[CH:19][N:18]=4)=[CH:12][CH:11]=3)=[N:5][CH:6]=[CH:7][CH:8]=2)[CH2:41]1. (4) The product is: [CH3:13][N:14]1[CH2:19][CH2:18][CH:17]([O:20][C:4]2[CH:9]=[CH:8][C:7]([N+:10]([O-:12])=[O:11])=[CH:6][N:5]=2)[CH2:16][CH2:15]1. Given the reactants [H-].[Na+].Cl[C:4]1[CH:9]=[CH:8][C:7]([N+:10]([O-:12])=[O:11])=[CH:6][N:5]=1.[CH3:13][N:14]1[CH2:19][CH2:18][CH:17]([OH:20])[CH2:16][CH2:15]1, predict the reaction product.